From a dataset of Peptide-MHC class I binding affinity with 185,985 pairs from IEDB/IMGT. Regression. Given a peptide amino acid sequence and an MHC pseudo amino acid sequence, predict their binding affinity value. This is MHC class I binding data. (1) The peptide sequence is IVLSHILPL. The MHC is BoLA-JSP.1 with pseudo-sequence BoLA-JSP.1. The binding affinity (normalized) is 0.275. (2) The binding affinity (normalized) is 0.936. The peptide sequence is YLSAKITTL. The MHC is BoLA-T2C with pseudo-sequence BoLA-T2C.